This data is from NCI-60 drug combinations with 297,098 pairs across 59 cell lines. The task is: Regression. Given two drug SMILES strings and cell line genomic features, predict the synergy score measuring deviation from expected non-interaction effect. (1) Drug 1: COC1=C(C=C2C(=C1)N=CN=C2NC3=CC(=C(C=C3)F)Cl)OCCCN4CCOCC4. Drug 2: CS(=O)(=O)OCCCCOS(=O)(=O)C. Cell line: SW-620. Synergy scores: CSS=32.9, Synergy_ZIP=1.83, Synergy_Bliss=9.98, Synergy_Loewe=8.50, Synergy_HSA=8.54. (2) Drug 1: C1CCN(CC1)CCOC2=CC=C(C=C2)C(=O)C3=C(SC4=C3C=CC(=C4)O)C5=CC=C(C=C5)O. Drug 2: CC(C1=C(C=CC(=C1Cl)F)Cl)OC2=C(N=CC(=C2)C3=CN(N=C3)C4CCNCC4)N. Cell line: OVCAR-5. Synergy scores: CSS=5.23, Synergy_ZIP=-0.426, Synergy_Bliss=3.89, Synergy_Loewe=1.71, Synergy_HSA=2.00.